From a dataset of TCR-epitope binding with 47,182 pairs between 192 epitopes and 23,139 TCRs. Binary Classification. Given a T-cell receptor sequence (or CDR3 region) and an epitope sequence, predict whether binding occurs between them. The epitope is TSNQVAVLY. The TCR CDR3 sequence is CASSFTGQGLDEQFF. Result: 1 (the TCR binds to the epitope).